From a dataset of Full USPTO retrosynthesis dataset with 1.9M reactions from patents (1976-2016). Predict the reactants needed to synthesize the given product. (1) Given the product [CH3:1][S:2]([C:3]1[CH:4]=[CH:5][C:6]([B:9]([OH:11])[OH:10])=[CH:7][CH:8]=1)=[O:13], predict the reactants needed to synthesize it. The reactants are: [CH3:1][S:2][C:3]1[CH:8]=[CH:7][C:6]([B:9]([OH:11])[OH:10])=[CH:5][CH:4]=1.C(=O)(O)[O-:13].[Na+]. (2) Given the product [CH3:29][N:30]([CH3:31])[C:1]([C:4]1[CH:5]=[CH:6][C:7]([NH:10]/[C:11](=[C:18]2\[C:19](=[O:27])[NH:20][C:21]3[C:26]\2=[CH:25][CH:24]=[CH:23][CH:22]=3)/[C:12]2[CH:17]=[CH:16][CH:15]=[CH:14][CH:13]=2)=[CH:8][CH:9]=1)=[O:3], predict the reactants needed to synthesize it. The reactants are: [C:1]([C:4]1[CH:9]=[CH:8][C:7]([NH:10]/[C:11](=[C:18]2\[C:19](=[O:27])[NH:20][C:21]3[C:26]\2=[CH:25][CH:24]=[CH:23][CH:22]=3)/[C:12]2[CH:17]=[CH:16][CH:15]=[CH:14][CH:13]=2)=[CH:6][CH:5]=1)([OH:3])=O.Cl.[CH3:29][NH:30][CH3:31].CN(C(ON1N=NC2C=CC=CC1=2)=[N+](C)C)C.[B-](F)(F)(F)F.C1C=CC2N(O)N=NC=2C=1.C(N(C(C)C)C(C)C)C. (3) Given the product [NH2:31][C:27]1[N:28]=[CH:29][N:30]=[C:25]([NH:1][C@H:2]([C:5]2[N:14]([C:15]3[CH:20]=[CH:19][CH:18]=[C:17]([F:21])[CH:16]=3)[C:13](=[O:22])[C:12]3[C:7](=[CH:8][CH:9]=[CH:10][C:11]=3[Cl:23])[N:6]=2)[CH2:3][CH3:4])[C:26]=1[C:32]1[N:33]=[N:34][N:35]([CH3:37])[N:36]=1, predict the reactants needed to synthesize it. The reactants are: [NH2:1][C@H:2]([C:5]1[N:14]([C:15]2[CH:20]=[CH:19][CH:18]=[C:17]([F:21])[CH:16]=2)[C:13](=[O:22])[C:12]2[C:7](=[CH:8][CH:9]=[CH:10][C:11]=2[Cl:23])[N:6]=1)[CH2:3][CH3:4].Cl[C:25]1[N:30]=[CH:29][N:28]=[C:27]([NH2:31])[C:26]=1[C:32]1[N:33]=[N:34][N:35]([CH3:37])[N:36]=1.CCN(C(C)C)C(C)C.